From a dataset of Cav3 T-type calcium channel HTS with 100,875 compounds. Binary Classification. Given a drug SMILES string, predict its activity (active/inactive) in a high-throughput screening assay against a specified biological target. (1) The compound is Fc1cc(NC(=O)C2CCCN(C2)c2ncccn2)ccc1C. The result is 0 (inactive). (2) The drug is Clc1cc(S(=O)(=O)N(CC(=O)N2CCC(CC2)C(=O)N)C)ccc1OC. The result is 0 (inactive). (3) The drug is S(c1n(c(nn1)CNC(=O)c1cc(OC)c(OC)c(OC)c1)C)CC(OC)=O. The result is 0 (inactive). (4) The molecule is o1c(c(C(=O)NC(c2ccc(cc2)CC)C)cc1C)C. The result is 0 (inactive). (5) The compound is O(c1c(N2CCN(CC2)CCCNc2n(c(=O)n(c(=O)c2)C)C)cccc1)C. The result is 0 (inactive). (6) The compound is S\1C(C(=O)N2CCN(CC2)c2ccccc2)CC(=O)N(C1=N/c1ccc(OC)cc1)C. The result is 0 (inactive). (7) The compound is Clc1ccc(SCCOCCNC(CC)C)cc1. The result is 0 (inactive). (8) The drug is O=C1NC(=C/C1=C(\CCC(O)=O)c1ccc(cc1)C)c1ccc(cc1)C. The result is 0 (inactive).